The task is: Predict the reactants needed to synthesize the given product.. This data is from Full USPTO retrosynthesis dataset with 1.9M reactions from patents (1976-2016). (1) The reactants are: Br[CH2:2][CH2:3][CH2:4][O:5][C:6]1[CH:11]=[CH:10][C:9]([C:12]2[C:13]3[CH:20]=[CH:19][CH:18]=[CH:17][C:14]=3[S:15][CH:16]=2)=[CH:8][CH:7]=1.[F:21][C:22]1[CH:29]=[CH:28][CH:27]=[CH:26][C:23]=1[CH2:24][NH2:25].C(=O)([O-])[O-].[K+].[K+]. Given the product [S:15]1[CH:16]=[C:12]([C:9]2[CH:10]=[CH:11][C:6]([O:5][CH2:4][CH2:3][CH2:2][NH:25][CH2:24][C:23]3[CH:26]=[CH:27][CH:28]=[CH:29][C:22]=3[F:21])=[CH:7][CH:8]=2)[C:13]2[CH:20]=[CH:19][CH:18]=[CH:17][C:14]1=2, predict the reactants needed to synthesize it. (2) Given the product [Cl:50][C:14]1[C:9]2[CH2:8][N:7]([C:6]3[N:5]([CH3:40])[N:4]=[C:3]([CH:41]4[CH2:43][CH2:42]4)[C:2]=3[Cl:1])[CH2:39][CH2:38][C:10]=2[N:11]=[C:12]([C:17]2[C:25]([CH3:26])=[CH:24][CH:23]=[C:22]3[C:18]=2[C:19]([CH3:37])=[N:20][NH:21]3)[N:13]=1.[Cl:44][C:14]1[C:9]2[CH2:8][N:7]([C:6]3[N:5]([CH3:40])[N:4]=[C:3]([CH:41]4[CH2:42][CH2:43]4)[C:2]=3[Cl:52])[CH2:39][CH2:38][C:10]=2[N:11]=[C:12]([C:17]2[C:25]([CH3:26])=[CH:24][CH:23]=[C:22]3[C:18]=2[C:19]([CH3:37])=[N:20][N:21]3[CH:47]=[O:45])[N:13]=1, predict the reactants needed to synthesize it. The reactants are: [Cl:1][C:2]1[C:3]([CH:41]2[CH2:43][CH2:42]2)=[N:4][N:5]([CH3:40])[C:6]=1[N:7]1[CH2:39][CH2:38][C:10]2[N:11]=[C:12]([C:17]3[C:25]([CH3:26])=[CH:24][CH:23]=[C:22]4[C:18]=3[C:19]([CH3:37])=[N:20][N:21]4S(C3C=CC(C)=CC=3)(=O)=O)[N:13]=[C:14](OC)[C:9]=2[CH2:8]1.[ClH:44].[OH-:45].[Na+].[CH3:47][N+](C)=C[Cl:50].[Cl-:52].